Dataset: Peptide-MHC class I binding affinity with 185,985 pairs from IEDB/IMGT. Task: Regression. Given a peptide amino acid sequence and an MHC pseudo amino acid sequence, predict their binding affinity value. This is MHC class I binding data. The peptide sequence is DLPPAIAAE. The MHC is HLA-A30:01 with pseudo-sequence HLA-A30:01. The binding affinity (normalized) is 0.128.